From a dataset of NCI-60 drug combinations with 297,098 pairs across 59 cell lines. Regression. Given two drug SMILES strings and cell line genomic features, predict the synergy score measuring deviation from expected non-interaction effect. (1) Drug 1: CC1=C2C(C(=O)C3(C(CC4C(C3C(C(C2(C)C)(CC1OC(=O)C(C(C5=CC=CC=C5)NC(=O)OC(C)(C)C)O)O)OC(=O)C6=CC=CC=C6)(CO4)OC(=O)C)O)C)O. Drug 2: C1=CC=C(C=C1)NC(=O)CCCCCCC(=O)NO. Cell line: CAKI-1. Synergy scores: CSS=40.6, Synergy_ZIP=-6.90, Synergy_Bliss=-6.09, Synergy_Loewe=-4.33, Synergy_HSA=-2.88. (2) Drug 1: CCCS(=O)(=O)NC1=C(C(=C(C=C1)F)C(=O)C2=CNC3=C2C=C(C=N3)C4=CC=C(C=C4)Cl)F. Drug 2: C1=NC(=NC(=O)N1C2C(C(C(O2)CO)O)O)N. Cell line: NCI/ADR-RES. Synergy scores: CSS=2.40, Synergy_ZIP=5.83, Synergy_Bliss=1.13, Synergy_Loewe=-3.50, Synergy_HSA=-1.03. (3) Drug 1: CC1C(C(CC(O1)OC2CC(CC3=C2C(=C4C(=C3O)C(=O)C5=C(C4=O)C(=CC=C5)OC)O)(C(=O)C)O)N)O.Cl. Drug 2: C1=NC(=NC(=O)N1C2C(C(C(O2)CO)O)O)N. Cell line: SK-OV-3. Synergy scores: CSS=13.1, Synergy_ZIP=-2.68, Synergy_Bliss=5.33, Synergy_Loewe=-0.796, Synergy_HSA=4.61. (4) Drug 1: C1CC(=O)NC(=O)C1N2C(=O)C3=CC=CC=C3C2=O. Drug 2: C1CN(P(=O)(OC1)NCCCl)CCCl. Cell line: OVCAR-4. Synergy scores: CSS=-2.40, Synergy_ZIP=0.343, Synergy_Bliss=-2.89, Synergy_Loewe=-3.27, Synergy_HSA=-4.11. (5) Drug 1: C1=C(C(=O)NC(=O)N1)F. Drug 2: CC1=C(C=C(C=C1)NC(=O)C2=CC=C(C=C2)CN3CCN(CC3)C)NC4=NC=CC(=N4)C5=CN=CC=C5. Cell line: NCI-H522. Synergy scores: CSS=13.8, Synergy_ZIP=-9.53, Synergy_Bliss=-4.75, Synergy_Loewe=-8.39, Synergy_HSA=-5.70. (6) Drug 1: CCCS(=O)(=O)NC1=C(C(=C(C=C1)F)C(=O)C2=CNC3=C2C=C(C=N3)C4=CC=C(C=C4)Cl)F. Drug 2: B(C(CC(C)C)NC(=O)C(CC1=CC=CC=C1)NC(=O)C2=NC=CN=C2)(O)O. Cell line: HL-60(TB). Synergy scores: CSS=20.5, Synergy_ZIP=12.5, Synergy_Bliss=18.7, Synergy_Loewe=5.61, Synergy_HSA=10.1.